Dataset: Forward reaction prediction with 1.9M reactions from USPTO patents (1976-2016). Task: Predict the product of the given reaction. (1) Given the reactants [CH3:1][O:2][C:3]1[CH:12]=[CH:11][C:10]2[O:9][C@@:8]3([CH3:17])[CH2:13][CH2:14][CH2:15][O:16][C@@H:7]3[C:6](=O)[C:5]=2[CH:4]=1.[CH2:19]1COCC1.[C@H](O)(C([O-])=O)[C@@H](O)C([O-])=O.[Na+].[K+], predict the reaction product. The product is: [CH3:1][O:2][C:3]1[CH:12]=[CH:11][C:10]2[O:9][C@@:8]3([CH3:17])[CH2:13][CH2:14][CH2:15][O:16][C@@H:7]3[C:6](=[CH2:19])[C:5]=2[CH:4]=1. (2) The product is: [CH:11]1[C:23]2[CH:22]([CH2:24][O:25][C:26]([NH:28][C@:29]34[CH2:64][CH2:63][C@@H:62]([C:65]([OH:69])([CH3:68])[CH2:66][O:67][C:7](=[O:9])[CH3:8])[C@@H:30]3[C@@H:31]3[C@@:44]([CH3:47])([CH2:45][CH2:46]4)[C@@:43]4([CH3:48])[C@@H:34]([C@:35]5([CH3:61])[C@@H:40]([CH2:41][CH2:42]4)[C:39]([CH3:50])([CH3:49])[C:38]([C:51]4[CH:60]=[CH:59][C:54]([C:55]([O:57][CH3:58])=[O:56])=[CH:53][CH:52]=4)=[CH:37][CH2:36]5)[CH2:33][CH2:32]3)=[O:27])[C:21]3[C:16](=[CH:17][CH:18]=[CH:19][CH:20]=3)[C:15]=2[CH:14]=[CH:13][CH:12]=1. Given the reactants N1C=CC=CC=1.[C:7](Cl)(=[O:9])[CH3:8].[CH:11]1[C:23]2[CH:22]([CH2:24][O:25][C:26]([NH:28][C@:29]34[CH2:64][CH2:63][C@@H:62]([C:65]([OH:69])([CH3:68])[CH2:66][OH:67])[C@@H:30]3[C@@H:31]3[C@@:44]([CH3:47])([CH2:45][CH2:46]4)[C@@:43]4([CH3:48])[C@@H:34]([C@:35]5([CH3:61])[C@@H:40]([CH2:41][CH2:42]4)[C:39]([CH3:50])([CH3:49])[C:38]([C:51]4[CH:60]=[CH:59][C:54]([C:55]([O:57][CH3:58])=[O:56])=[CH:53][CH:52]=4)=[CH:37][CH2:36]5)[CH2:33][CH2:32]3)=[O:27])[C:21]3[C:16](=[CH:17][CH:18]=[CH:19][CH:20]=3)[C:15]=2[CH:14]=[CH:13][CH:12]=1, predict the reaction product. (3) Given the reactants [NH2:1][CH2:2][C:3]1[C:4](=[N:9][NH:10][C:11]2[CH:16]=[CH:15][C:14]([F:17])=[C:13]([F:18])[CH:12]=2)[C:5]([NH2:8])=[N:6][N:7]=1.C(N(CC)CC)C.[C:26](Cl)(=[O:33])[C:27]1[CH:32]=[CH:31][CH:30]=[N:29][CH:28]=1.C(OCC)(=O)C, predict the reaction product. The product is: [NH2:8][C:5]1[C:4](=[N:9][NH:10][C:11]2[CH:16]=[CH:15][C:14]([F:17])=[C:13]([F:18])[CH:12]=2)[C:3]([CH2:2][NH:1][C:26](=[O:33])[C:27]2[CH:32]=[CH:31][CH:30]=[N:29][CH:28]=2)=[N:7][N:6]=1. (4) Given the reactants [C:1]1(=[O:8])[CH2:6][CH2:5][CH2:4][C:3](=[O:7])[CH2:2]1.CO[CH:11](OC)[N:12]([CH3:14])[CH3:13], predict the reaction product. The product is: [CH3:11][N:12]([CH:14]=[C:2]1[C:3](=[O:7])[CH2:4][CH2:5][CH2:6][C:1]1=[O:8])[CH3:13]. (5) Given the reactants [I:1][C:2]1[CH:18]=[CH:17][C:5]2[C:6](=[O:16])[CH:7](C(OC)=O)[CH2:8][C:9](=[O:11])[NH:10][C:4]=2[CH:3]=1.Cl, predict the reaction product. The product is: [I:1][C:2]1[CH:18]=[CH:17][C:5]2[C:6](=[O:16])[CH2:7][CH2:8][C:9](=[O:11])[NH:10][C:4]=2[CH:3]=1. (6) Given the reactants [Br:1][C:2]1[CH:8]=[CH:7][CH:6]=[CH:5][C:3]=1[NH2:4].N1CCC(NC(=O)O[C:18]([CH3:21])([CH3:20])[CH3:19])CC1, predict the reaction product. The product is: [Br:1][C:2]1[CH:8]=[CH:7][CH:6]=[CH:5][C:3]=1[NH:4][CH2:19][CH:18]1[CH2:21][CH2:20]1.